This data is from Reaction yield outcomes from USPTO patents with 853,638 reactions. The task is: Predict the reaction yield, written as a fraction of the theoretical maximum amount of product (1.0 means a 100% yield; for example, 0.34 means a 34% yield). The reactants are [F:1][C:2]1[CH:7]=[CH:6][C:5]([C:8]2[CH:13]=[CH:12][N:11]=[CH:10][C:9]=2[NH:14][CH2:15][CH2:16][S:17]([CH3:20])(=[O:19])=[O:18])=[C:4]([O:21][CH3:22])[CH:3]=1.[F:23][C:24]([F:39])([F:38])[C:25]1[CH:26]=[C:27]([CH:31]=[C:32]([C:34]([F:37])([F:36])[F:35])[N:33]=1)[C:28](O)=[O:29]. No catalyst specified. The product is [F:1][C:2]1[CH:7]=[CH:6][C:5]([C:8]2[CH:13]=[CH:12][N:11]=[CH:10][C:9]=2[N:14]([CH2:15][CH2:16][S:17]([CH3:20])(=[O:18])=[O:19])[C:28](=[O:29])[C:27]2[CH:31]=[C:32]([C:34]([F:35])([F:36])[F:37])[N:33]=[C:25]([C:24]([F:39])([F:23])[F:38])[CH:26]=2)=[C:4]([O:21][CH3:22])[CH:3]=1. The yield is 0.100.